Dataset: Reaction yield outcomes from USPTO patents with 853,638 reactions. Task: Predict the reaction yield, written as a fraction of the theoretical maximum amount of product (1.0 means a 100% yield; for example, 0.34 means a 34% yield). (1) The reactants are [F:1][C:2]1[C:30]([F:31])=[CH:29][C:5]2[N:6]=[C:7]([N:19]3[CH2:24][CH2:23][NH:22][C@@H:21]([CH2:25][CH2:26][O:27][CH3:28])[CH2:20]3)[C:8]3[CH:14]=[C:13]([C:15]([F:18])([F:17])[F:16])[CH:12]=[CH:11][C:9]=3[NH:10][C:4]=2[CH:3]=1.[C:32](O[BH-]([O:41][C:42](=[O:44])[CH3:43])[O:41][C:42](=[O:44])[CH3:43])(=O)[CH3:32].[Na+].C=[O:47]. The catalyst is ClCCl.[Cl-].[Na+].CO. The product is [NH3:6].[C:42]([OH:41])(=[O:44])[CH2:43][CH2:25][C:26]([OH:27])=[O:47].[F:1][C:2]1[C:30]([F:31])=[CH:29][C:5]2[N:6]=[C:7]([N:19]3[CH2:24][CH2:23][N:22]([CH3:32])[C@@H:21]([CH2:25][CH2:26][O:27][CH3:28])[CH2:20]3)[C:8]3[CH:14]=[C:13]([C:15]([F:17])([F:18])[F:16])[CH:12]=[CH:11][C:9]=3[NH:10][C:4]=2[CH:3]=1. The yield is 0.150. (2) The reactants are [O:1]1[CH2:6][CH2:5][CH2:4][CH2:3][CH:2]1[N:7]1[C:11](B2OC(C)(C)C(C)(C)O2)=[CH:10][CH:9]=[N:8]1.Br[C:22]1[CH:30]=[C:29]2[C:25]([CH2:26][CH2:27][N:28]2[C:31](=[O:48])[C@@H:32]([NH:40][C:41](=[O:47])[O:42][C:43]([CH3:46])([CH3:45])[CH3:44])[CH2:33][C:34]2[CH:39]=[CH:38][CH:37]=[CH:36][CH:35]=2)=[CH:24][CH:23]=1.C(=O)([O-])[O-].[Na+].[Na+]. The catalyst is O.C1C=CC(P(C2C=CC=CC=2)[C-]2C=CC=C2)=CC=1.C1C=CC(P(C2C=CC=CC=2)[C-]2C=CC=C2)=CC=1.Cl[Pd]Cl.[Fe+2]. The product is [O:48]=[C:31]([N:28]1[C:29]2[C:25](=[CH:24][CH:23]=[C:22]([C:11]3[N:7]([CH:2]4[CH2:3][CH2:4][CH2:5][CH2:6][O:1]4)[N:8]=[CH:9][CH:10]=3)[CH:30]=2)[CH2:26][CH2:27]1)[C@@H:32]([NH:40][C:41](=[O:47])[O:42][C:43]([CH3:46])([CH3:44])[CH3:45])[CH2:33][C:34]1[CH:35]=[CH:36][CH:37]=[CH:38][CH:39]=1. The yield is 0.290. (3) The reactants are [Br:1][C:2]1[CH:15]=[N:14][C:5]2[N:6]([C:11](=[O:13])[CH3:12])[C@@H:7]([CH3:10])[CH2:8][NH:9][C:4]=2[CH:3]=1.C(N(CC)C(C)C)(C)C.Cl[C:26]([O:28][CH:29]([CH3:31])[CH3:30])=[O:27]. The catalyst is C(OCC)(=O)C. The product is [C:11]([N:6]1[C@@H:7]([CH3:10])[CH2:8][N:9]([C:26]([O:28][CH:29]([CH3:31])[CH3:30])=[O:27])[C:4]2[CH:3]=[C:2]([Br:1])[CH:15]=[N:14][C:5]1=2)(=[O:13])[CH3:12]. The yield is 0.980. (4) The catalyst is C(O)C. The product is [C:17]([S:19][CH2:2][C:3]1[C:10]([N+:11]([O-:13])=[O:12])=[CH:9][C:6]([CH2:7][OH:8])=[CH:5][C:4]=1[N+:14]([O-:16])=[O:15])(=[O:20])[CH3:18]. The reactants are Br[CH2:2][C:3]1[C:10]([N+:11]([O-:13])=[O:12])=[CH:9][C:6]([CH2:7][OH:8])=[CH:5][C:4]=1[N+:14]([O-:16])=[O:15].[C:17]([O-:20])(=[S:19])[CH3:18].[K+]. The yield is 0.900. (5) The reactants are [C:1]([O:5][C:6]([C:8]1[S:9][C:10]([C:15]2[CH:20]=[CH:19][CH:18]=[CH:17][CH:16]=2)=[CH:11][C:12]=1[CH:13]=[O:14])=[O:7])([CH3:4])([CH3:3])[CH3:2].CSC.P([O-])(O)(O)=[O:25].[Na+].Cl([O-])=O.[Na+]. The catalyst is C1COCC1.O. The product is [C:1]([O:5][C:6]([C:8]1[S:9][C:10]([C:15]2[CH:20]=[CH:19][CH:18]=[CH:17][CH:16]=2)=[CH:11][C:12]=1[C:13]([OH:25])=[O:14])=[O:7])([CH3:4])([CH3:2])[CH3:3]. The yield is 1.00. (6) The reactants are [C:1]([N:8]1[CH2:13][CH2:12][CH2:11][CH2:10][C@H:9]1[C:14]([OH:16])=O)([O:3][C:4]([CH3:7])([CH3:6])[CH3:5])=[O:2].[CH2:17]([N:24]1[CH2:29][CH2:28][NH:27][CH2:26][CH2:25]1)[C:18]1[CH:23]=[CH:22][CH:21]=[CH:20][CH:19]=1.C(Cl)CCl. The catalyst is CN(C)C1C=CN=CC=1.C(Cl)Cl. The product is [CH2:17]([N:24]1[CH2:29][CH2:28][N:27]([C:14]([C@@H:9]2[CH2:10][CH2:11][CH2:12][CH2:13][N:8]2[C:1]([O:3][C:4]([CH3:5])([CH3:6])[CH3:7])=[O:2])=[O:16])[CH2:26][CH2:25]1)[C:18]1[CH:19]=[CH:20][CH:21]=[CH:22][CH:23]=1. The yield is 0.745. (7) The reactants are [NH:1](C(OC(C)(C)C)=O)[C@H:2]([C:5]([O:7]C(C)(C)C)=[O:6])[CH2:3][OH:4].N[C:20]1[CH:21]=[C:22]([S:26]([OH:29])(=[O:28])=[O:27])C=CC=1.CN(C=[O:34])C.C([N:38]([CH:41]([CH3:43])[CH3:42])[CH2:39]C)(C)C. The catalyst is C(Cl)Cl.C(O)(C(F)(F)F)=O. The product is [S:26]([C:22]1[CH:43]=[C:41]([NH:38][C:39]([O:4][CH2:3][C@@H:2]([C:5]([OH:7])=[O:6])[NH2:1])=[O:34])[CH:42]=[CH:20][CH:21]=1)([OH:29])(=[O:28])=[O:27]. The yield is 0.00600. (8) The reactants are CON(C)[C:4]([C:6]1[S:10][C:9]([C:11]2[CH:12]=[N:13][CH:14]=[CH:15][CH:16]=2)=[N:8][CH:7]=1)=[O:5].[CH3:18][Mg]Br.O. The catalyst is C1COCC1.C(OCC)C. The product is [N:13]1[CH:14]=[CH:15][CH:16]=[C:11]([C:9]2[S:10][C:6]([C:4](=[O:5])[CH3:18])=[CH:7][N:8]=2)[CH:12]=1. The yield is 0.980.